Dataset: Catalyst prediction with 721,799 reactions and 888 catalyst types from USPTO. Task: Predict which catalyst facilitates the given reaction. (1) Reactant: [F:1][C:2]1[CH:7]=[CH:6][C:5]([NH:8][C:9]2[C:10]3[C:17]([CH3:18])=[C:16]([C:19]([OH:21])=O)[S:15][C:11]=3[N:12]=[CH:13][N:14]=2)=[C:4]([O:22][C@@H:23]2[CH2:27][CH2:26][O:25][CH2:24]2)[CH:3]=1.C(N(CC)CC)C.CN([C:38]([O:42][N:43]1N=NC2C=CC=CC1=2)=[N+](C)C)C.[B-](F)(F)(F)F.Cl.CNO. Product: [CH3:38][O:42][NH:43][C:19]([C:16]1[S:15][C:11]2[N:12]=[CH:13][N:14]=[C:9]([NH:8][C:5]3[CH:6]=[CH:7][C:2]([F:1])=[CH:3][C:4]=3[O:22][C@@H:23]3[CH2:27][CH2:26][O:25][CH2:24]3)[C:10]=2[C:17]=1[CH3:18])=[O:21]. The catalyst class is: 3. (2) Reactant: Cl[C:2]1[N:3]=[CH:4][C:5]([C:8]([O:10][CH3:11])=[O:9])=[N:6][CH:7]=1.[CH2:12]([N:14](CC)[CH2:15][CH3:16])[CH3:13].N1CCCC1. Product: [N:14]1([C:2]2[N:3]=[CH:4][C:5]([C:8]([O:10][CH3:11])=[O:9])=[N:6][CH:7]=2)[CH2:15][CH2:16][CH2:13][CH2:12]1. The catalyst class is: 1. (3) The catalyst class is: 32. Product: [O:1]1[C:5]2[CH:6]=[CH:7][C:8]([CH:10]([C:24]#[N:25])[CH:11]3[CH2:16][CH2:15][N:14]([C:17]([O:19][C:20]([CH3:21])([CH3:23])[CH3:22])=[O:18])[CH2:13][CH2:12]3)=[CH:9][C:4]=2[O:3][CH2:2]1. Reactant: [O:1]1[C:5]2[CH:6]=[CH:7][C:8]([C:10]([C:24]#[N:25])=[C:11]3[CH2:16][CH2:15][N:14]([C:17]([O:19][C:20]([CH3:23])([CH3:22])[CH3:21])=[O:18])[CH2:13][CH2:12]3)=[CH:9][C:4]=2[O:3][CH2:2]1.[BH4-].[Na+].O. (4) The catalyst class is: 8. Product: [CH3:1][O:2][C:3]1[CH:4]=[C:5]([CH:26]=[CH:27][C:28]=1[O:29][CH2:30][C:31]1[N:32]=[C:33]([C:37]2[CH:42]=[CH:41][CH:40]=[CH:39][CH:38]=2)[O:34][C:35]=1[CH3:36])[CH2:6][O:7][C:8]1[C:12](/[CH:13]=[CH:14]/[C:15]([OH:17])=[O:16])=[CH:11][N:10]([C:20]2[CH:21]=[CH:22][CH:23]=[CH:24][CH:25]=2)[N:9]=1. Reactant: [CH3:1][O:2][C:3]1[CH:4]=[C:5]([CH:26]=[CH:27][C:28]=1[O:29][CH2:30][C:31]1[N:32]=[C:33]([C:37]2[CH:42]=[CH:41][CH:40]=[CH:39][CH:38]=2)[O:34][C:35]=1[CH3:36])[CH2:6][O:7][C:8]1[C:12](/[CH:13]=[CH:14]/[C:15]([O:17]CC)=[O:16])=[CH:11][N:10]([C:20]2[CH:25]=[CH:24][CH:23]=[CH:22][CH:21]=2)[N:9]=1.[OH-].[Na+].O1CCCC1.Cl. (5) Reactant: [CH3:1][C:2]1([CH3:19])[C:6](=[O:7])[CH2:5][CH2:4][CH:3]1[NH:8]C(=O)OCC1C=CC=CC=1. Product: [NH2:8][CH:3]1[CH2:4][CH2:5][C:6](=[O:7])[C:2]1([CH3:19])[CH3:1]. The catalyst class is: 43.